This data is from TCR-epitope binding with 47,182 pairs between 192 epitopes and 23,139 TCRs. The task is: Binary Classification. Given a T-cell receptor sequence (or CDR3 region) and an epitope sequence, predict whether binding occurs between them. (1) The TCR CDR3 sequence is CASSVALGTYNEQFF. The epitope is QARQMVQAMRTIGTHP. Result: 0 (the TCR does not bind to the epitope). (2) The epitope is GMFNMLSTVLGVS. The TCR CDR3 sequence is CASSQSGLGNQPQHF. Result: 0 (the TCR does not bind to the epitope). (3) The epitope is IPSINVHHY. The TCR CDR3 sequence is CASSLATDTQYF. Result: 0 (the TCR does not bind to the epitope). (4) The epitope is RPHERNGFTVL. The TCR CDR3 sequence is CAWTETGLSGNTIYF. Result: 0 (the TCR does not bind to the epitope). (5) The TCR CDR3 sequence is CASRDRRNEQFF. The epitope is LVLSVNPYV. Result: 1 (the TCR binds to the epitope).